This data is from Catalyst prediction with 721,799 reactions and 888 catalyst types from USPTO. The task is: Predict which catalyst facilitates the given reaction. (1) Reactant: [CH3:1][CH:2]([CH3:13])[CH2:3][C:4]1[CH:9]=[CH:8][C:7](B(O)O)=[CH:6][CH:5]=1.[Cl:14][C:15]1[N:20]=[C:19](Cl)[N:18]=[C:17]([O:22][CH3:23])[N:16]=1.C(=O)([O-])[O-].[Na+].[Na+]. Product: [Cl:14][C:15]1[N:20]=[C:19]([C:7]2[CH:8]=[CH:9][C:4]([CH2:3][CH:2]([CH3:13])[CH3:1])=[CH:5][CH:6]=2)[N:18]=[C:17]([O:22][CH3:23])[N:16]=1. The catalyst class is: 109. (2) Reactant: [Br:1][C:2]1[CH:3]=[C:4]([NH:8][C:9]([NH:11][CH:12]([CH3:18])[CH:13](OC)OC)=[S:10])[CH:5]=[CH:6][CH:7]=1. Product: [Br:1][C:2]1[CH:3]=[C:4]([N:8]2[CH:13]=[C:12]([CH3:18])[N:11]=[C:9]2[SH:10])[CH:5]=[CH:6][CH:7]=1. The catalyst class is: 223. (3) Product: [Br:1][C:2]1[CH:3]=[C:4]([CH:5]2[O:13][CH2:12][CH2:11][CH2:10][O:6]2)[CH:7]=[CH:8][CH:9]=1. The catalyst class is: 11. Reactant: [Br:1][C:2]1[CH:3]=[C:4]([CH:7]=[CH:8][CH:9]=1)[CH:5]=[O:6].[CH2:10](O)[CH2:11][CH2:12][OH:13].O.